Dataset: Forward reaction prediction with 1.9M reactions from USPTO patents (1976-2016). Task: Predict the product of the given reaction. (1) Given the reactants [Cl:1][C:2]1[CH:28]=[N:27][C:5]2[N:6]=[C:7]([N:13]3[CH2:18][CH2:17][N:16](C(OC(C)(C)C)=O)[C@@H:15]([CH3:26])[CH2:14]3)[C:8]3[N:9]([CH:10]=[N:11][N:12]=3)[C:4]=2[CH:3]=1.C(O)(C(F)(F)F)=O, predict the reaction product. The product is: [Cl:1][C:2]1[CH:28]=[N:27][C:5]2[N:6]=[C:7]([N:13]3[CH2:18][CH2:17][NH:16][C@@H:15]([CH3:26])[CH2:14]3)[C:8]3[N:9]([CH:10]=[N:11][N:12]=3)[C:4]=2[CH:3]=1. (2) Given the reactants CCN(C(C)C)C(C)C.[C:10]1([C:16]2[NH:20][N:19]=[C:18]([C:21]([NH:23][CH2:24][C:25]([OH:27])=O)=[O:22])[CH:17]=2)[CH:15]=[CH:14][CH:13]=[CH:12][CH:11]=1.C1C=CC2N(O)N=NC=2C=1.CCN=C=NCCCN(C)C.[C:49]([O:53][C:54]([N:56]1[CH2:61][CH:60]2[CH2:62][CH:57]1[CH2:58][NH:59]2)=[O:55])([CH3:52])([CH3:51])[CH3:50], predict the reaction product. The product is: [C:49]([O:53][C:54]([N:56]1[CH2:61][CH:60]2[CH2:62][CH:57]1[CH2:58][N:59]2[C:25](=[O:27])[CH2:24][NH:23][C:21]([C:18]1[CH:17]=[C:16]([C:10]2[CH:11]=[CH:12][CH:13]=[CH:14][CH:15]=2)[NH:20][N:19]=1)=[O:22])=[O:55])([CH3:52])([CH3:50])[CH3:51]. (3) Given the reactants C1C=CC2N(O)N=NC=2C=1.[NH2:11][C@@H:12]1[CH2:20][C:19]2[C:14](=[CH:15][CH:16]=[CH:17][CH:18]=2)[C@H:13]1[CH2:21][O:22][CH:23]([CH3:31])[C:24]([O:26][C:27]([CH3:30])([CH3:29])[CH3:28])=[O:25].CCN=C=NCCCN(C)C.[Cl:43][C:44]1[CH:45]=[C:46]2[C:50](=[CH:51][CH:52]=1)[NH:49][C:48]([C:53](O)=[O:54])=[CH:47]2, predict the reaction product. The product is: [Cl:43][C:44]1[CH:45]=[C:46]2[C:50](=[CH:51][CH:52]=1)[NH:49][C:48]([C:53]([NH:11][C@@H:12]1[CH2:20][C:19]3[C:14](=[CH:15][CH:16]=[CH:17][CH:18]=3)[C@H:13]1[CH2:21][O:22][CH:23]([CH3:31])[C:24]([O:26][C:27]([CH3:30])([CH3:29])[CH3:28])=[O:25])=[O:54])=[CH:47]2. (4) Given the reactants BrC1C=CC(C(F)(F)F)=CC=1.[NH2:12][C:13]1[CH:14]=[N:15][C:16]2[C:21]([CH:22]=1)=[CH:20][CH:19]=[CH:18][CH:17]=2.[F:23][C:24]([F:41])([F:40])[C:25]1[CH:30]=[CH:29][C:28]([N:31]2[CH2:36][CH2:35][CH:34]([C:37](O)=[O:38])[CH2:33][CH2:32]2)=[CH:27][CH:26]=1, predict the reaction product. The product is: [N:15]1[C:16]2[C:21](=[CH:20][CH:19]=[CH:18][CH:17]=2)[CH:22]=[C:13]([NH:12][C:37]([CH:34]2[CH2:33][CH2:32][N:31]([C:28]3[CH:29]=[CH:30][C:25]([C:24]([F:41])([F:23])[F:40])=[CH:26][CH:27]=3)[CH2:36][CH2:35]2)=[O:38])[CH:14]=1. (5) Given the reactants I[C:2]1[N:6]2[CH:7]=[CH:8][C:9]([C:11]3[N:12]=[N:13][N:14]([CH3:16])[N:15]=3)=[CH:10][C:5]2=[N:4][CH:3]=1.CC1(C)C(C)(C)OB([C:25]2[CH:26]=[C:27]([NH:31][C:32]([NH:34][CH2:35][C:36]([F:39])([F:38])[F:37])=[O:33])[CH:28]=[CH:29][CH:30]=2)O1.C([O-])([O-])=O.[Cs+].[Cs+], predict the reaction product. The product is: [CH3:16][N:14]1[N:13]=[N:12][C:11]([C:9]2[CH:8]=[CH:7][N:6]3[C:2]([C:29]4[CH:28]=[C:27]([NH:31][C:32]([NH:34][CH2:35][C:36]([F:37])([F:38])[F:39])=[O:33])[CH:26]=[CH:25][CH:30]=4)=[CH:3][N:4]=[C:5]3[CH:10]=2)=[N:15]1. (6) Given the reactants [N:1]1[C:5]2[CH:6]=[CH:7][CH:8]=[CH:9][C:4]=2[NH:3][CH:2]=1.C1(P(C2C=CC=CC=2)C2C=CC=CC=2)C=CC=CC=1.Br[C:30]1[CH:35]=[CH:34][C:33]([S:36]([NH:39][C:40]2[S:41][CH:42]=[CH:43][N:44]=2)(=[O:38])=[O:37])=[CH:32][CH:31]=1, predict the reaction product. The product is: [NH:1]1[C:5]2[CH:6]=[CH:7][CH:8]=[CH:9][C:4]=2[N:3]=[C:2]1[C:30]1[CH:35]=[CH:34][C:33]([S:36]([NH:39][C:40]2[S:41][CH:42]=[CH:43][N:44]=2)(=[O:38])=[O:37])=[CH:32][CH:31]=1.